Dataset: Forward reaction prediction with 1.9M reactions from USPTO patents (1976-2016). Task: Predict the product of the given reaction. Given the reactants [N+:1]([C:4]1[CH:9]=[C:8]([C:10]([F:13])([F:12])[F:11])[CH:7]=[CH:6][C:5]=1[NH:14][CH:15]([CH2:18][CH3:19])[CH2:16][OH:17])([O-:3])=[O:2].N1C=CC=CC=1.[CH3:26][S:27](Cl)(=[O:29])=[O:28], predict the reaction product. The product is: [N+:1]([C:4]1[CH:9]=[C:8]([C:10]([F:11])([F:12])[F:13])[CH:7]=[CH:6][C:5]=1[NH:14][CH:15]([CH2:18][CH3:19])[CH2:16][O:17][S:27]([CH3:26])(=[O:29])=[O:28])([O-:3])=[O:2].